From a dataset of Reaction yield outcomes from USPTO patents with 853,638 reactions. Predict the reaction yield, written as a fraction of the theoretical maximum amount of product (1.0 means a 100% yield; for example, 0.34 means a 34% yield). The reactants are [CH2:1]([S:8][C:9]1[N:18]=[CH:17][C:16]2[CH2:15][CH2:14][CH2:13][C:12](=[O:19])[C:11]=2[N:10]=1)[C:2]1[CH:7]=[CH:6][CH:5]=[CH:4][CH:3]=1.[H-].[Na+].[O:22]=[C:23]([C:29]1[CH:34]=[CH:33][CH:32]=[CH:31][CH:30]=1)[C:24](OCC)=[O:25]. The catalyst is O1CCCC1. The product is [CH2:1]([S:8][C:9]1[N:18]=[CH:17][C:16]2[CH2:15][CH2:14][CH:13]([C:24](=[O:25])[C:23]([C:29]3[CH:34]=[CH:33][CH:32]=[CH:31][CH:30]=3)=[O:22])[C:12](=[O:19])[C:11]=2[N:10]=1)[C:2]1[CH:3]=[CH:4][CH:5]=[CH:6][CH:7]=1. The yield is 0.680.